Task: Regression. Given two drug SMILES strings and cell line genomic features, predict the synergy score measuring deviation from expected non-interaction effect.. Dataset: NCI-60 drug combinations with 297,098 pairs across 59 cell lines (1) Drug 1: CN(CC1=CN=C2C(=N1)C(=NC(=N2)N)N)C3=CC=C(C=C3)C(=O)NC(CCC(=O)O)C(=O)O. Drug 2: C(CC(=O)O)C(=O)CN.Cl. Cell line: HS 578T. Synergy scores: CSS=32.5, Synergy_ZIP=-1.48, Synergy_Bliss=1.27, Synergy_Loewe=-32.1, Synergy_HSA=-1.52. (2) Drug 1: CC(C1=C(C=CC(=C1Cl)F)Cl)OC2=C(N=CC(=C2)C3=CN(N=C3)C4CCNCC4)N. Drug 2: CN(C)C1=NC(=NC(=N1)N(C)C)N(C)C. Cell line: M14. Synergy scores: CSS=-11.2, Synergy_ZIP=3.60, Synergy_Bliss=-4.34, Synergy_Loewe=-7.35, Synergy_HSA=-8.76. (3) Drug 1: C1CCC(CC1)NC(=O)N(CCCl)N=O. Drug 2: CN(C(=O)NC(C=O)C(C(C(CO)O)O)O)N=O. Cell line: NCIH23. Synergy scores: CSS=9.74, Synergy_ZIP=-7.57, Synergy_Bliss=-6.14, Synergy_Loewe=-12.7, Synergy_HSA=-4.91. (4) Drug 1: CC1=C(N=C(N=C1N)C(CC(=O)N)NCC(C(=O)N)N)C(=O)NC(C(C2=CN=CN2)OC3C(C(C(C(O3)CO)O)O)OC4C(C(C(C(O4)CO)O)OC(=O)N)O)C(=O)NC(C)C(C(C)C(=O)NC(C(C)O)C(=O)NCCC5=NC(=CS5)C6=NC(=CS6)C(=O)NCCC[S+](C)C)O. Drug 2: CCC1(CC2CC(C3=C(CCN(C2)C1)C4=CC=CC=C4N3)(C5=C(C=C6C(=C5)C78CCN9C7C(C=CC9)(C(C(C8N6C)(C(=O)OC)O)OC(=O)C)CC)OC)C(=O)OC)O.OS(=O)(=O)O. Cell line: UACC-257. Synergy scores: CSS=3.24, Synergy_ZIP=-0.283, Synergy_Bliss=0.631, Synergy_Loewe=-0.839, Synergy_HSA=-1.85. (5) Drug 1: C1=CC(=CC=C1CCCC(=O)O)N(CCCl)CCCl. Drug 2: C1CC(=O)NC(=O)C1N2C(=O)C3=CC=CC=C3C2=O. Cell line: HS 578T. Synergy scores: CSS=4.88, Synergy_ZIP=-5.27, Synergy_Bliss=-4.68, Synergy_Loewe=-6.38, Synergy_HSA=-4.73. (6) Drug 1: C1CCC(CC1)NC(=O)N(CCCl)N=O. Drug 2: CC1=C(C(=O)C2=C(C1=O)N3CC4C(C3(C2COC(=O)N)OC)N4)N. Cell line: SN12C. Synergy scores: CSS=28.2, Synergy_ZIP=1.20, Synergy_Bliss=1.43, Synergy_Loewe=-17.9, Synergy_HSA=2.62. (7) Drug 1: CCCCC(=O)OCC(=O)C1(CC(C2=C(C1)C(=C3C(=C2O)C(=O)C4=C(C3=O)C=CC=C4OC)O)OC5CC(C(C(O5)C)O)NC(=O)C(F)(F)F)O. Drug 2: C1C(C(OC1N2C=NC3=C2NC=NCC3O)CO)O. Cell line: A549. Synergy scores: CSS=49.3, Synergy_ZIP=-4.88, Synergy_Bliss=-11.9, Synergy_Loewe=-18.1, Synergy_HSA=-11.4.